Dataset: Reaction yield outcomes from USPTO patents with 853,638 reactions. Task: Predict the reaction yield, written as a fraction of the theoretical maximum amount of product (1.0 means a 100% yield; for example, 0.34 means a 34% yield). The reactants are [CH:1]([C:3]1[CH:8]=[CH:7][C:6]([NH:9][N:10]2[C:18](=[O:19])[C:17]3[C:12](=[CH:13][CH:14]=[CH:15][CH:16]=3)[C:11]2=[O:20])=[CH:5][CH:4]=1)=[CH2:2].N1C=CC=CC=1C1C=CC=CN=1.Br[CH:34]([C:39]1[CH:40]=[C:41]([Cl:47])[C:42]([Cl:46])=[C:43]([Cl:45])[CH:44]=1)[C:35]([F:38])([F:37])[F:36]. The catalyst is ClC1C=CC=CC=1Cl.Cl[Cu]. The product is [F:38][C:35]([F:36])([F:37])[CH:34]([C:39]1[CH:40]=[C:41]([Cl:47])[C:42]([Cl:46])=[C:43]([Cl:45])[CH:44]=1)/[CH:2]=[CH:1]/[C:3]1[CH:4]=[CH:5][C:6]([NH:9][N:10]2[C:18](=[O:19])[C:17]3[C:12](=[CH:13][CH:14]=[CH:15][CH:16]=3)[C:11]2=[O:20])=[CH:7][CH:8]=1. The yield is 0.750.